This data is from Catalyst prediction with 721,799 reactions and 888 catalyst types from USPTO. The task is: Predict which catalyst facilitates the given reaction. (1) Reactant: [CH3:1][N:2]1[C:6]([C:7]2[CH:8]=[C:9]3[C:14](=[CH:15][C:16]=2[C:17]([F:20])([F:19])[F:18])[NH:13][C:12](=[O:21])[N:11]([NH:22][S:23]([CH3:26])(=[O:25])=[O:24])[C:10]3=[O:27])=[CH:5][CH:4]=[N:3]1.[C:28](Cl)(=[O:33])[CH2:29][CH2:30][CH2:31][CH3:32]. Product: [CH3:1][N:2]1[C:6]([C:7]2[CH:8]=[C:9]3[C:14](=[CH:15][C:16]=2[C:17]([F:19])([F:20])[F:18])[NH:13][C:12](=[O:21])[N:11]([N:22]([C:28](=[O:33])[CH2:29][CH2:30][CH2:31][CH3:32])[S:23]([CH3:26])(=[O:25])=[O:24])[C:10]3=[O:27])=[CH:5][CH:4]=[N:3]1. The catalyst class is: 17. (2) Reactant: [OH:1][C:2]1[C:3]2[C:24]([CH2:25]C)=[CH:23][S:22][C:4]=2[N:5]([CH2:20]C)[C:6](=[O:19])[C:7]=1[C:8]([N:10]([C:13]1[CH:18]=[CH:17][CH:16]=[CH:15][CH:14]=1)[CH2:11]C)=[O:9].[OH-].[Na+].O.C([O-])(=O)C.[Ca+2:34].C([O-])(=O)C. Product: [Ca:34].[OH:1][C:2]1[C:3]2[C:24]([CH3:25])=[CH:23][S:22][C:4]=2[N:5]([CH3:20])[C:6](=[O:19])[C:7]=1[C:8]([N:10]([C:13]1[CH:18]=[CH:17][CH:16]=[CH:15][CH:14]=1)[CH3:11])=[O:9]. The catalyst class is: 8. (3) Reactant: C(OC([N:8]1[C:16]2[C:11](=[CH:12][CH:13]=[CH:14][CH:15]=2)[CH:10]=[C:9]1[C:17]1[CH:22]=[C:21]([Cl:23])[N:20]=[N:19][C:18]=1[O:24]C)=O)(C)(C)C.C[Si](Cl)(C)C.O. Product: [Cl:23][C:21]1[CH:22]=[C:17]([C:9]2[NH:8][C:16]3[C:11]([CH:10]=2)=[CH:12][CH:13]=[CH:14][CH:15]=3)[C:18](=[O:24])[NH:19][N:20]=1. The catalyst class is: 10. (4) Reactant: [C:1]([C:5]1[CH:24]=[CH:23][C:8]([CH2:9][NH:10][C:11](=[O:22])[CH:12]([C:14]2[CH:19]=[CH:18][C:17]([NH2:20])=[C:16]([NH2:21])[CH:15]=2)[CH3:13])=[CH:7][CH:6]=1)([CH3:4])([CH3:3])[CH3:2].CN(C=O)C.[CH:30]([CH:32]=O)=O. Product: [C:1]([C:5]1[CH:24]=[CH:23][C:8]([CH2:9][NH:10][C:11](=[O:22])[CH:12]([C:14]2[CH:15]=[C:16]3[C:17](=[CH:18][CH:19]=2)[N:20]=[CH:32][CH:30]=[N:21]3)[CH3:13])=[CH:7][CH:6]=1)([CH3:2])([CH3:3])[CH3:4]. The catalyst class is: 6.